This data is from Catalyst prediction with 721,799 reactions and 888 catalyst types from USPTO. The task is: Predict which catalyst facilitates the given reaction. Reactant: [CH2:1]([N:5]1[CH:10]=[CH:9][C:8](O)=[C:7]([C:12]#[N:13])[C:6]1=[O:14])[CH2:2][CH2:3][CH3:4].O(Br)[Br:16].[P+3]. Product: [Br:16][C:8]1[CH:9]=[CH:10][N:5]([CH2:1][CH2:2][CH2:3][CH3:4])[C:6](=[O:14])[C:7]=1[C:12]#[N:13]. The catalyst class is: 3.